This data is from Reaction yield outcomes from USPTO patents with 853,638 reactions. The task is: Predict the reaction yield, written as a fraction of the theoretical maximum amount of product (1.0 means a 100% yield; for example, 0.34 means a 34% yield). (1) The reactants are C[Si](C)(C)[C:3]#[C:4][CH2:5][N:6]1[CH:10]=[C:9]([C:11]([O:13][CH2:14][CH3:15])=[O:12])[CH:8]=[N:7]1.[Na].O=C1O[C@H]([C@H](CO)O)C(O)=C1O.[N:31]([Si](C)(C)C)=[N+:32]=[N-:33]. The catalyst is CN(C)C=O.O.O.O.O.O.O.S([O-])([O-])(=O)=O.[Cu+2]. The product is [NH:31]1[CH:3]=[C:4]([CH2:5][N:6]2[CH:10]=[C:9]([C:11]([O:13][CH2:14][CH3:15])=[O:12])[CH:8]=[N:7]2)[N:33]=[N:32]1. The yield is 0.750. (2) The reactants are [CH:1]1([CH2:7][C:8]([OH:10])=O)[CH2:6][CH2:5][CH2:4][CH2:3][CH2:2]1.Cl.[CH3:12][C:13]1[C:17]([CH2:18][N:19]2[CH:23]=[C:22]([NH2:24])[CH:21]=[N:20]2)=[C:16]([CH3:25])[O:15][N:14]=1. No catalyst specified. The product is [CH:1]1([CH2:7][C:8]([NH:24][C:22]2[CH:21]=[N:20][N:19]([CH2:18][C:17]3[C:13]([CH3:12])=[N:14][O:15][C:16]=3[CH3:25])[CH:23]=2)=[O:10])[CH2:2][CH2:3][CH2:4][CH2:5][CH2:6]1. The yield is 0.170. (3) The reactants are [OH:1][C:2]1[C:7]2[N:8]=[CH:9][O:10][C:6]=2[CH:5]=[CH:4][CH:3]=1.[C:11]([O-])([O-])=O.[K+].[K+].IC. The catalyst is CC(C)=O. The product is [CH3:11][O:1][C:2]1[C:7]2[N:8]=[CH:9][O:10][C:6]=2[CH:5]=[CH:4][CH:3]=1. The yield is 0.910.